From a dataset of Full USPTO retrosynthesis dataset with 1.9M reactions from patents (1976-2016). Predict the reactants needed to synthesize the given product. (1) Given the product [F:28][C:3]1[C:2]([CH3:29])=[CH:26][CH:25]=[C:24]([F:27])[C:4]=1[CH2:5][O:6][C:7]([N:9]1[CH2:14][CH2:13][N:12]([C:15]([O:17][C:18]([CH3:21])([CH3:20])[CH3:19])=[O:16])[CH2:11][C@H:10]1[CH2:22][CH3:23])=[O:8], predict the reactants needed to synthesize it. The reactants are: Br[C:2]1[C:3]([F:28])=[C:4]([C:24]([F:27])=[CH:25][CH:26]=1)[CH2:5][O:6][C:7]([N:9]1[CH2:14][CH2:13][N:12]([C:15]([O:17][C:18]([CH3:21])([CH3:20])[CH3:19])=[O:16])[CH2:11][C@H:10]1[CH2:22][CH3:23])=[O:8].[CH3:29]B1OB(C)OB(C)O1.C(=O)([O-])[O-].[K+].[K+]. (2) The reactants are: [O:1]([CH2:8][CH2:9][NH2:10])[C:2]1[CH:7]=[CH:6][CH:5]=[CH:4][CH:3]=1.Cl[C:12]1[N:17]=[C:16]([Cl:18])[N:15]=[C:14]2[N:19]([CH3:22])[N:20]=[CH:21][C:13]=12. Given the product [Cl:18][C:16]1[N:15]=[C:14]2[N:19]([CH3:22])[N:20]=[CH:21][C:13]2=[C:12]([NH:10][CH2:9][CH2:8][O:1][C:2]2[CH:7]=[CH:6][CH:5]=[CH:4][CH:3]=2)[N:17]=1, predict the reactants needed to synthesize it. (3) Given the product [CH3:1][S:2]([O:5][C:6]1[C:14]([O:15][CH3:16])=[CH:13][C:12]([C:17]2[N:18]([C:28]([O:30][C:31]([CH3:32])([CH3:34])[CH3:33])=[O:29])[C:19]3[C:24]([CH:25]=2)=[C:23]([CH2:26][N:38]([CH2:39][CH3:40])[CH2:36][CH3:37])[CH:22]=[CH:21][CH:20]=3)=[C:11]2[C:60]=1[CH2:59][NH:61][C:10]2=[O:35])(=[O:4])=[O:3], predict the reactants needed to synthesize it. The reactants are: [CH3:1][S:2]([O:5][C:6]1[C:14]([O:15][CH3:16])=[CH:13][C:12]([C:17]2[N:18]([C:28]([O:30][C:31]([CH3:34])([CH3:33])[CH3:32])=[O:29])[C:19]3[C:24]([CH:25]=2)=[C:23]([CH:26]=O)[CH:22]=[CH:21][CH:20]=3)=[C:11]2C=1CN[C:10]2=[O:35])(=[O:4])=[O:3].[CH2:36]([NH:38][CH2:39][CH3:40])[CH3:37].C(O)(=O)C.C(O[BH-](OC(=O)C)OC(=O)C)(=O)C.[Na+].[C:59](#[N:61])[CH3:60]. (4) Given the product [CH3:16][O:15][CH2:14][CH2:13][NH:12][C:9]1[CH:10]=[C:11]2[C:6](=[CH:7][CH:8]=1)[CH:5]=[N:4][CH:3]=[C:2]2[C:26]1[CH:25]=[CH:24][C:23]([C:21]2[CH:20]=[N:19][N:18]([CH3:17])[CH:22]=2)=[CH:28][CH:27]=1, predict the reactants needed to synthesize it. The reactants are: Cl[C:2]1[C:11]2[C:6](=[CH:7][CH:8]=[C:9]([NH:12][CH2:13][CH2:14][O:15][CH3:16])[CH:10]=2)[CH:5]=[N:4][CH:3]=1.[CH3:17][N:18]1[CH:22]=[C:21]([C:23]2[CH:28]=[CH:27][C:26](B3OC(C)(C)C(C)(C)O3)=[CH:25][CH:24]=2)[CH:20]=[N:19]1.C(#N)C.C(=O)([O-])[O-].[Na+].[Na+]. (5) Given the product [Cl:14][C:12]1[CH:11]=[CH:10][C:9]([CH3:15])=[C:8]([C:6]2[N:5]=[C:4]([NH2:16])[N:3]=[C:2]([NH:25][C:22]3[CH:23]=[CH:24][C:19]([O:18][CH3:17])=[CH:20][CH:21]=3)[CH:7]=2)[CH:13]=1, predict the reactants needed to synthesize it. The reactants are: Cl[C:2]1[CH:7]=[C:6]([C:8]2[CH:13]=[C:12]([Cl:14])[CH:11]=[CH:10][C:9]=2[CH3:15])[N:5]=[C:4]([NH2:16])[N:3]=1.[CH3:17][O:18][C:19]1[CH:24]=[CH:23][C:22]([NH2:25])=[CH:21][CH:20]=1. (6) The reactants are: Br[CH2:2][CH2:3][CH2:4][CH2:5][CH2:6][CH2:7][CH2:8][CH2:9][C:10]([OH:12])=[O:11].[N-:13]=[N+:14]=[N-:15].[Na+]. Given the product [N:13]([CH2:2][CH2:3][CH2:4][CH2:5][CH2:6][CH2:7][CH2:8][CH2:9][C:10]([OH:12])=[O:11])=[N+:14]=[N-:15], predict the reactants needed to synthesize it. (7) Given the product [C:20]([O:19][C:17]([NH:24][O:25][CH2:2][CH2:3][CH2:4][CH2:5][N:6]1[C:10](=[O:11])[C:9]2[C:8](=[CH:15][CH:14]=[CH:13][CH:12]=2)[C:7]1=[O:16])=[O:18])([CH3:23])([CH3:22])[CH3:21], predict the reactants needed to synthesize it. The reactants are: Br[CH2:2][CH2:3][CH2:4][CH2:5][N:6]1[C:10](=[O:11])[C:9]2=[CH:12][CH:13]=[CH:14][CH:15]=[C:8]2[C:7]1=[O:16].[C:17]([NH:24][OH:25])([O:19][C:20]([CH3:23])([CH3:22])[CH3:21])=[O:18].C(#N)C.N12CCCN=C1CCCCC2.